From a dataset of Forward reaction prediction with 1.9M reactions from USPTO patents (1976-2016). Predict the product of the given reaction. (1) Given the reactants O=[C:2]1[C:9]2[CH:8]=[C:7]([C:10]([O:12][CH3:13])=[O:11])[NH:6][C:5]=2[CH2:4][CH2:3]1.[F:14][C:15]1[CH:16]=[C:17]([CH:21]=[CH:22][CH:23]=1)[CH2:18][Mg]Cl.ClC1C=C(C=CC=1F)/C=C1\CCC2NC(C(OC)=O)=CC\1=2, predict the reaction product. The product is: [F:14][C:15]1[CH:16]=[C:17]([CH:21]=[CH:22][CH:23]=1)[CH2:18][CH:2]1[C:9]2[CH:8]=[C:7]([C:10]([O:12][CH3:13])=[O:11])[NH:6][C:5]=2[CH2:4][CH2:3]1. (2) The product is: [Cl:17][C:15]1[CH:14]=[CH:13][C:12]2[NH:8][C:9]([C@@H:18]([NH:24][C:25](=[O:40])[C:26]3[CH:31]=[CH:30][C:29]([C:32]([N:34]4[CH2:35][CH2:36][CH2:37][CH2:38]4)=[O:33])=[C:28]([CH3:39])[CH:27]=3)[CH2:19][C:20](=[C:21]=[O:22])[N:72]3[CH2:76][CH2:75][C@@H:74]([OH:77])[CH2:73]3)=[N:10][C:11]=2[CH:16]=1. Given the reactants C(OC([N:8]1[C:12]2[CH:13]=[CH:14][C:15]([Cl:17])=[CH:16][C:11]=2[N:10]=[C:9]1[CH:18]([NH:24][C:25](=[O:40])[C:26]1[CH:31]=[CH:30][C:29]([C:32]([N:34]2[CH2:38][CH2:37][CH2:36][CH2:35]2)=[O:33])=[C:28]([CH3:39])[CH:27]=1)[CH2:19][CH2:20][C:21](O)=[O:22])=O)(C)(C)C.CN(C(ON1N=NC2C=CC=CC1=2)=[N+](C)C)C.[B-](F)(F)(F)F.C(N(C(C)C)CC)(C)C.[NH:72]1[CH2:76][CH2:75][C@@H:74]([OH:77])[CH2:73]1.FC(F)(F)C(O)=O.ClCl, predict the reaction product. (3) Given the reactants [Cl:1][C:2]1[N:11]=[CH:10][C:9]2[NH:8][C:7](=O)[C@@H:6]([CH2:13][CH3:14])[N:5]([CH:15]3[CH2:18][CH2:17][CH2:16]3)[C:4]=2[N:3]=1.[CH3:19]C(C)([O-])C.[K+].C(OP(Cl)(OCC)=O)C.[NH2:34][NH2:35], predict the reaction product. The product is: [Cl:1][C:2]1[N:11]=[CH:10][C:9]2[N:8]3[CH:19]=[N:34][N:35]=[C:7]3[C@@H:6]([CH2:13][CH3:14])[N:5]([CH:15]3[CH2:18][CH2:17][CH2:16]3)[C:4]=2[N:3]=1.